From a dataset of Forward reaction prediction with 1.9M reactions from USPTO patents (1976-2016). Predict the product of the given reaction. (1) Given the reactants [NH2:1][C:2]1[CH:3]=[CH:4][C:5]([C:12]2[CH:17]=[CH:16][CH:15]=[C:14]([OH:18])[CH:13]=2)=[C:6]2[C:10]=1[C:9](=[O:11])[NH:8][CH2:7]2.[Si:19](Cl)([C:22]([CH3:25])([CH3:24])[CH3:23])([CH3:21])[CH3:20].C1CCN2C(=NCCC2)CC1, predict the reaction product. The product is: [NH2:1][C:2]1[CH:3]=[CH:4][C:5]([C:12]2[CH:17]=[CH:16][CH:15]=[C:14]([O:18][Si:19]([C:22]([CH3:25])([CH3:24])[CH3:23])([CH3:21])[CH3:20])[CH:13]=2)=[C:6]2[C:10]=1[C:9](=[O:11])[NH:8][CH2:7]2. (2) Given the reactants [NH2:1][C:2]1[C:11]([Cl:12])=[C:10]([F:13])[C:9]([O:14][CH3:15])=[C:8]2[C:3]=1[C:4](=[O:24])[C:5]([C:19]([O:21]CC)=[O:20])=[CH:6][N:7]2[CH:16]1[CH2:18][CH2:17]1.[OH-].[Na+].Cl, predict the reaction product. The product is: [NH2:1][C:2]1[C:11]([Cl:12])=[C:10]([F:13])[C:9]([O:14][CH3:15])=[C:8]2[C:3]=1[C:4](=[O:24])[C:5]([C:19]([OH:21])=[O:20])=[CH:6][N:7]2[CH:16]1[CH2:17][CH2:18]1. (3) Given the reactants [CH2:1]([Mg]Br)[CH3:2].[CH3:5][N:6]([CH3:26])[CH2:7][C@H:8]([CH3:25])[C:9]([C:11]1[CH:16]=[CH:15][CH:14]=[C:13]([O:17][CH2:18][C:19]2[CH:24]=[CH:23][CH:22]=[CH:21][CH:20]=2)[CH:12]=1)=[O:10].C1C[O:30]CC1, predict the reaction product. The product is: [CH3:26][N:6]([CH3:5])[CH2:7][C@H:8]([CH3:25])[C@:9]([C:11]1[CH:16]=[CH:15][CH:14]=[C:13]([O:17][C:18](=[O:30])[C:19]2[CH:20]=[CH:21][CH:22]=[CH:23][CH:24]=2)[CH:12]=1)([OH:10])[CH2:1][CH3:2]. (4) Given the reactants [Cl:1][C:2]1[CH:3]=[C:4]([C:8]2([CH:14]=O)[CH2:13][CH2:12][CH2:11][CH2:10][CH2:9]2)[CH:5]=[CH:6][CH:7]=1.CN.[C:18]([BH3-])#[N:19].[Na+].C(OC(OCC)OCC)C.C([O-])([O-])=O.[K+].[K+], predict the reaction product. The product is: [ClH:1].[Cl:1][C:2]1[CH:3]=[C:4]([C:8]2([CH2:14][NH:19][CH3:18])[CH2:13][CH2:12][CH2:11][CH2:10][CH2:9]2)[CH:5]=[CH:6][CH:7]=1.